This data is from Full USPTO retrosynthesis dataset with 1.9M reactions from patents (1976-2016). The task is: Predict the reactants needed to synthesize the given product. (1) Given the product [OH:27][C:28]([CH:35]1[CH2:40][CH2:39][C:38]([CH3:45])([C:41]([O:43][CH3:44])=[O:42])[CH2:37][CH2:36]1)([C:30]1[S:31][C:32]([C:2]2[CH:3]=[C:4]([NH:9][C:10]3[N:15]=[C:14]([C:16]([F:19])([F:18])[F:17])[CH:13]=[CH:12][N:11]=3)[CH:5]=[C:6]([CH3:8])[CH:7]=2)=[CH:33][N:34]=1)[CH3:29], predict the reactants needed to synthesize it. The reactants are: Br[C:2]1[CH:3]=[C:4]([NH:9][C:10]2[N:15]=[C:14]([C:16]([F:19])([F:18])[F:17])[CH:13]=[CH:12][N:11]=2)[CH:5]=[C:6]([CH3:8])[CH:7]=1.C(O)(=O)C(C)(C)C.[OH:27][C:28]([CH:35]1[CH2:40][CH2:39][C:38]([CH3:45])([C:41]([O:43][CH3:44])=[O:42])[CH2:37][CH2:36]1)([C:30]1[S:31][CH:32]=[CH:33][N:34]=1)[CH3:29]. (2) Given the product [OH:39][C@H:32]([C:33]1[CH:34]=[N:35][CH:36]=[CH:37][CH:38]=1)[CH2:31][N:8]([CH2:9][CH2:10][C:11]1[CH:16]=[CH:15][C:14]([C:17]2[CH:22]=[CH:21][C:20]([C:23]([NH:56][S:53]([CH3:52])(=[O:55])=[O:54])=[O:24])=[C:19]([O:26][CH2:27][CH:28]([CH3:29])[CH3:30])[CH:18]=2)=[CH:13][CH:12]=1)[C:6](=[O:7])[O:5][C:1]([CH3:3])([CH3:2])[CH3:4], predict the reactants needed to synthesize it. The reactants are: [C:1]([O:5][C:6]([N:8]([CH2:31][C@H:32]([OH:39])[C:33]1[CH:34]=[N:35][CH:36]=[CH:37][CH:38]=1)[CH2:9][CH2:10][C:11]1[CH:16]=[CH:15][C:14]([C:17]2[CH:22]=[CH:21][C:20]([C:23](O)=[O:24])=[C:19]([O:26][CH2:27][CH:28]([CH3:30])[CH3:29])[CH:18]=2)=[CH:13][CH:12]=1)=[O:7])([CH3:4])([CH3:3])[CH3:2].C(N1C=CN=C1)(N1C=CN=C1)=O.[CH3:52][S:53]([NH2:56])(=[O:55])=[O:54].N1CCCN2CCCCCC=12.Cl. (3) The reactants are: [OH-].[Na+].CC[O:5][C:6]([C@@H:8]([NH:17][C@H:18]([C:20]([N:22]1[C@H:30]([C:31]([OH:33])=[O:32])[CH2:29][C@@H:28]2[C@@H:23]1[CH2:24][CH2:25][CH2:26][CH2:27]2)=[O:21])[CH3:19])[CH2:9][CH2:10][C:11]1[CH:12]=[CH:13][CH:14]=[CH:15][CH:16]=1)=[O:7].[ClH:34]. Given the product [CH3:19][C@H:18]([NH:17][C@H:8]([C:6]([OH:7])=[O:5])[CH2:9][CH2:10][C:11]1[CH:12]=[CH:13][CH:14]=[CH:15][CH:16]=1)[C:20]([N:22]1[C@H:30]([C:31]([OH:33])=[O:32])[CH2:29][C@@H:28]2[C@@H:23]1[CH2:24][CH2:25][CH2:26][CH2:27]2)=[O:21].[Cl-:34], predict the reactants needed to synthesize it. (4) The reactants are: [C:1]([CH2:4][CH2:5][CH2:6][N:7]([CH3:58])[C@H:8]([C:12]([NH:14][C@H:15]([C:19]([N:21]([C@@H:23]([C@@H:54]([CH3:57])[CH2:55][CH3:56])[C@H:24]([O:52][CH3:53])[CH2:25][C:26]([N:28]1[CH2:32][CH2:31][CH2:30][C@H:29]1[C@H:33]([O:50][CH3:51])[C@@H:34]([CH3:49])[C:35]([NH:37][CH2:38][CH2:39][C:40]1[C:48]2[C:43](=[CH:44][CH:45]=[CH:46][CH:47]=2)[NH:42][CH:41]=1)=[O:36])=[O:27])[CH3:22])=[O:20])[CH:16]([CH3:18])[CH3:17])=[O:13])[CH:9]([CH3:11])[CH3:10])(O)=[O:2].F[P-](F)(F)(F)(F)F.N1(OC(N(C)C)=[N+](C)C)C2N=CC=CC=2N=N1.C(N(CC)C(C)C)(C)C.[O:92]=[C:93]1[CH:97]=[CH:96][C:95](=[O:98])[N:94]1[CH2:99][CH2:100][CH2:101][CH2:102][CH2:103][C:104]([NH:106][NH2:107])=[O:105]. Given the product [O:98]=[C:95]1[CH:96]=[CH:97][C:93](=[O:92])[N:94]1[CH2:99][CH2:100][CH2:101][CH2:102][CH2:103][C:104]([NH:106][NH:107][C:1](=[O:2])[CH2:4][CH2:5][CH2:6][N:7]([CH3:58])[C@H:8]([C:12]([NH:14][C@H:15]([C:19]([N:21]([C@@H:23]([C@@H:54]([CH3:57])[CH2:55][CH3:56])[C@H:24]([O:52][CH3:53])[CH2:25][C:26]([N:28]1[CH2:32][CH2:31][CH2:30][C@H:29]1[C@H:33]([O:50][CH3:51])[C@@H:34]([CH3:49])[C:35]([NH:37][CH2:38][CH2:39][C:40]1[C:48]2[C:43](=[CH:44][CH:45]=[CH:46][CH:47]=2)[NH:42][CH:41]=1)=[O:36])=[O:27])[CH3:22])=[O:20])[CH:16]([CH3:17])[CH3:18])=[O:13])[CH:9]([CH3:11])[CH3:10])=[O:105], predict the reactants needed to synthesize it. (5) Given the product [CH3:6][S:7][C:8]1[N:9]=[CH:33][C:29]2[CH2:28][N:27]([C:25]([O:24][C:20]([CH3:23])([CH3:22])[CH3:21])=[O:26])[CH2:31][C:30]=2[N:10]=1, predict the reactants needed to synthesize it. The reactants are: S(O)(O)(=O)=O.[CH3:6][S:7][C:8](=[NH:10])[NH2:9].[CH3:6][S:7][C:8](=[NH:10])[NH2:9].[O-]CC.[Na+].[C:20]([O:24][C:25]([N:27]1[CH2:31][C:30](=O)[C:29](=[CH:33]N(C)C)[CH2:28]1)=[O:26])([CH3:23])([CH3:22])[CH3:21]. (6) The reactants are: [Br:1][C:2]1[C:3]2[O:14][C:13]([C:15]3[CH:20]=[CH:19][C:18]([C:21]4([NH:25]C(=O)OC(C)(C)C)[CH2:24][CH2:23][CH2:22]4)=[CH:17][CH:16]=3)=[C:12]([C:33]3[CH:38]=[CH:37][CH:36]=[CH:35][CH:34]=3)[C:4]=2[C:5](=[O:11])[N:6]([CH2:8][CH2:9][F:10])[CH:7]=1. Given the product [NH2:25][C:21]1([C:18]2[CH:17]=[CH:16][C:15]([C:13]3[O:14][C:3]4[C:2]([Br:1])=[CH:7][N:6]([CH2:8][CH2:9][F:10])[C:5](=[O:11])[C:4]=4[C:12]=3[C:33]3[CH:34]=[CH:35][CH:36]=[CH:37][CH:38]=3)=[CH:20][CH:19]=2)[CH2:22][CH2:23][CH2:24]1, predict the reactants needed to synthesize it. (7) Given the product [CH2:1]([O:8][C:9]1[CH:15]=[CH:14][C:13]2[C:16]3[N:20]([CH2:19][CH2:18][N:17]=3)[C:23]([NH2:25])=[N:12][C:11]=2[C:10]=1[O:21][CH3:22])[C:2]1[CH:3]=[CH:4][CH:5]=[CH:6][CH:7]=1, predict the reactants needed to synthesize it. The reactants are: [CH2:1]([O:8][C:9]1[C:10]([O:21][CH3:22])=[C:11]([C:13]([C:16]2[NH:17][CH2:18][CH2:19][N:20]=2)=[CH:14][CH:15]=1)[NH2:12])[C:2]1[CH:7]=[CH:6][CH:5]=[CH:4][CH:3]=1.[CH2:23]([N:25](CC)CC)C.N#CBr. (8) The reactants are: C([O:5][C:6](=[O:23])[C:7]([NH:10][C:11]([C:13]1[CH:21]=[CH:20][C:16]2[S:17][CH:18]=[CH:19][C:15]=2[C:14]=1[OH:22])=[O:12])([CH3:9])[CH3:8])(C)(C)C.Br[CH2:25][C:26]1[CH:31]=[CH:30][C:29]([C:32]([F:35])([F:34])[F:33])=[CH:28][N:27]=1. Given the product [CH3:9][C:7]([NH:10][C:11]([C:13]1[CH:21]=[CH:20][C:16]2[S:17][CH:18]=[CH:19][C:15]=2[C:14]=1[O:22][CH2:25][C:26]1[CH:31]=[CH:30][C:29]([C:32]([F:34])([F:33])[F:35])=[CH:28][N:27]=1)=[O:12])([CH3:8])[C:6]([OH:5])=[O:23], predict the reactants needed to synthesize it. (9) Given the product [Cl:8][C:4]1[CH:5]=[CH:6][CH:7]=[C:2]([Cl:1])[C:3]=1[C:9]1[C:13]([C:14]([NH:32][C:24]2[CH:25]=[CH:26][C:21]([N:20]([CH2:28][CH3:29])[CH2:18][CH3:19])=[CH:22][CH:23]=2)=[O:16])=[C:12]([CH3:17])[O:11][N:10]=1, predict the reactants needed to synthesize it. The reactants are: [Cl:1][C:2]1[CH:7]=[CH:6][CH:5]=[C:4]([Cl:8])[C:3]=1[C:9]1[C:13]([C:14]([OH:16])=O)=[C:12]([CH3:17])[O:11][N:10]=1.[CH2:18]([N:20]([CH2:28][CH3:29])[C:21]1[CH:26]=[CH:25][CH:24]=[CH:23][C:22]=1N)[CH3:19].CC[N:32](CC)CC.CN(C(ON1N=NC2C=CC=CC1=2)=[N+](C)C)C.[B-](F)(F)(F)F.